Regression. Given two drug SMILES strings and cell line genomic features, predict the synergy score measuring deviation from expected non-interaction effect. From a dataset of NCI-60 drug combinations with 297,098 pairs across 59 cell lines. (1) Drug 1: CCCCCOC(=O)NC1=NC(=O)N(C=C1F)C2C(C(C(O2)C)O)O. Drug 2: C(CN)CNCCSP(=O)(O)O. Cell line: HCT-15. Synergy scores: CSS=-3.29, Synergy_ZIP=2.61, Synergy_Bliss=1.02, Synergy_Loewe=-1.91, Synergy_HSA=-2.59. (2) Drug 1: C1C(C(OC1N2C=C(C(=O)NC2=O)F)CO)O. Drug 2: C1=NC2=C(N=C(N=C2N1C3C(C(C(O3)CO)O)F)Cl)N. Cell line: NCI-H322M. Synergy scores: CSS=-5.60, Synergy_ZIP=3.39, Synergy_Bliss=-2.37, Synergy_Loewe=-8.95, Synergy_HSA=-10.1. (3) Drug 1: CC1=CC2C(CCC3(C2CCC3(C(=O)C)OC(=O)C)C)C4(C1=CC(=O)CC4)C. Drug 2: CNC(=O)C1=NC=CC(=C1)OC2=CC=C(C=C2)NC(=O)NC3=CC(=C(C=C3)Cl)C(F)(F)F. Cell line: MALME-3M. Synergy scores: CSS=34.3, Synergy_ZIP=4.33, Synergy_Bliss=4.98, Synergy_Loewe=-12.2, Synergy_HSA=0.564. (4) Drug 1: CC1=C2C(C(=O)C3(C(CC4C(C3C(C(C2(C)C)(CC1OC(=O)C(C(C5=CC=CC=C5)NC(=O)OC(C)(C)C)O)O)OC(=O)C6=CC=CC=C6)(CO4)OC(=O)C)OC)C)OC. Drug 2: CC1C(C(CC(O1)OC2CC(CC3=C2C(=C4C(=C3O)C(=O)C5=CC=CC=C5C4=O)O)(C(=O)C)O)N)O. Cell line: UO-31. Synergy scores: CSS=66.6, Synergy_ZIP=-2.95, Synergy_Bliss=-2.70, Synergy_Loewe=-0.0861, Synergy_HSA=1.71. (5) Drug 1: CCC1(CC2CC(C3=C(CCN(C2)C1)C4=CC=CC=C4N3)(C5=C(C=C6C(=C5)C78CCN9C7C(C=CC9)(C(C(C8N6C=O)(C(=O)OC)O)OC(=O)C)CC)OC)C(=O)OC)O.OS(=O)(=O)O. Drug 2: CC1C(C(CC(O1)OC2CC(CC3=C2C(=C4C(=C3O)C(=O)C5=C(C4=O)C(=CC=C5)OC)O)(C(=O)CO)O)N)O.Cl. Cell line: OVCAR3. Synergy scores: CSS=24.0, Synergy_ZIP=2.10, Synergy_Bliss=0.0465, Synergy_Loewe=1.01, Synergy_HSA=0.677. (6) Drug 1: CC1OCC2C(O1)C(C(C(O2)OC3C4COC(=O)C4C(C5=CC6=C(C=C35)OCO6)C7=CC(=C(C(=C7)OC)O)OC)O)O. Synergy scores: CSS=22.4, Synergy_ZIP=-7.77, Synergy_Bliss=-4.46, Synergy_Loewe=-6.64, Synergy_HSA=-1.97. Cell line: MDA-MB-231. Drug 2: C1=NC2=C(N=C(N=C2N1C3C(C(C(O3)CO)O)O)F)N. (7) Drug 1: CC12CCC(CC1=CCC3C2CCC4(C3CC=C4C5=CN=CC=C5)C)O. Drug 2: C1=CC(=C2C(=C1NCCNCCO)C(=O)C3=C(C=CC(=C3C2=O)O)O)NCCNCCO. Cell line: SNB-19. Synergy scores: CSS=59.9, Synergy_ZIP=12.4, Synergy_Bliss=10.8, Synergy_Loewe=-21.1, Synergy_HSA=11.6. (8) Drug 1: CN(C)N=NC1=C(NC=N1)C(=O)N. Drug 2: CCC1(C2=C(COC1=O)C(=O)N3CC4=CC5=C(C=CC(=C5CN(C)C)O)N=C4C3=C2)O.Cl. Cell line: HOP-62. Synergy scores: CSS=41.3, Synergy_ZIP=2.61, Synergy_Bliss=1.17, Synergy_Loewe=-52.8, Synergy_HSA=-4.47.